From a dataset of Rat liver microsome stability data. Regression/Classification. Given a drug SMILES string, predict its absorption, distribution, metabolism, or excretion properties. Task type varies by dataset: regression for continuous measurements (e.g., permeability, clearance, half-life) or binary classification for categorical outcomes (e.g., BBB penetration, CYP inhibition). Dataset: rlm. (1) The compound is O=C1CC[C@@]2(O)[C@H]3Cc4ccc(O)c5c4[C@@]2(CCN3CC2CC2)[C@H]1O5. The result is 0 (unstable in rat liver microsomes). (2) The molecule is COc1ccc(-n2nc(C)c([C@@H]3C=C[C@@H](NCc4ccc(F)cc4)C3)c2C)cc1. The result is 1 (stable in rat liver microsomes). (3) The molecule is N#Cc1cc(Cl)cc(-c2cc(-c3ccccn3)ncn2)c1. The result is 0 (unstable in rat liver microsomes). (4) The compound is CCc1nc2ccc(Cl)cn2c1C(=O)NCc1ccc2oc(CN3CCOCC3)nc2c1. The result is 1 (stable in rat liver microsomes).